Predict which catalyst facilitates the given reaction. From a dataset of Catalyst prediction with 721,799 reactions and 888 catalyst types from USPTO. Reactant: [CH3:1][C:2]([NH:4][C@H:5]1[C@@H:10]([O:11][P:12]([O:15][P:16]([O:19][CH2:20][C@H:21]2[O:25][C@@H:24]([N:26]3[C:32](=[O:33])[NH:31][C:29](=[O:30])[CH:28]=[CH:27]3)[C@H:23]([OH:34])[C@@H:22]2[OH:35])([OH:18])=[O:17])([OH:14])=[O:13])[O:9][C@H:8]([CH2:36][OH:37])[C@@H:7]([OH:38])[C@@H:6]1[OH:39])=[O:3].C1C(=O)NC(=[O:44])N([C@@H]2O[C@H](COP(OP(O)(O)=O)(O)=O)[C@@H](O)[C@H]2O)C=1.C(OCC(N[C@@H]1[C@@H](O)[C@H](O)[C@@H](CO)OC1O)=O)(=O)C.C1C(=O)NC(=O)N([C@@H]2O[C@H](COP(OP(O)(O)=O)(O)=O)[C@@H](O)[C@H]2O)C=1.N(CC(N[C@@H]1[C@@H](O)[C@H](O)[C@@H](CO)OC1O)=O)=[N+]=[N-].C1C(=O)NC(=O)N([C@@H]2O[C@H](COP(OP(O)(O)=O)(O)=O)[C@@H](O)[C@H]2O)C=1.C1(CC(N[C@@H]2[C@@H](O)[C@H](O)[C@@H](CO)OC2O)=O)C=CC=CC=1.C1C(=O)NC(=O)N([C@@H]2O[C@H](COP(OP(O)(O)=O)(O)=O)[C@@H](O)[C@H]2O)C=1.C1(C2C=CC=CC=2)C=CC(CC(N[C@@H]2[C@@H](O)[C@H](O)[C@@H](CO)OC2O)=O)=CC=1.C1C(=O)NC(=O)N([C@@H]2O[C@H](COP(OP(O)(O)=O)(O)=O)[C@@H](O)[C@H]2O)C=1.OC1O[C@H](CO)[C@@H](O)[C@H](O)[C@H]1N(C1C=CC=CC=1)C1C=CC=CC=1.C[O-].[Na+]. Product: [CH:28]1[C:29](=[O:30])[NH:31][C:32](=[O:33])[N:26]([C@@H:24]2[O:25][C@H:21]([CH2:20][O:19][P:16]([O:15][P:12]([OH:13])([OH:14])=[O:11])([OH:18])=[O:17])[C@@H:22]([OH:35])[C@H:23]2[OH:34])[CH:27]=1.[OH:44][CH2:1][C:2]([NH:4][C@@H:5]1[C@@H:6]([OH:39])[C@H:7]([OH:38])[C@@H:8]([CH2:36][OH:37])[O:9][CH:10]1[OH:11])=[O:3]. The catalyst class is: 5.